Dataset: Forward reaction prediction with 1.9M reactions from USPTO patents (1976-2016). Task: Predict the product of the given reaction. (1) The product is: [C:12]([NH:11][C:7]1[C:6]([Br:15])=[C:5]2[C:10](=[CH:9][CH:8]=1)[C:2](=[O:1])[CH2:3][CH2:4]2)(=[O:14])[CH3:13]. Given the reactants [O:1]=[C:2]1[C:10]2[C:5](=[CH:6][C:7]([NH:11][C:12](=[O:14])[CH3:13])=[CH:8][CH:9]=2)[CH2:4][CH2:3]1.[Br:15]N1C(=O)CCC1=O, predict the reaction product. (2) Given the reactants Cl[C:2]1[N:7]=[C:6]([C:8]2[N:12]3[CH:13]=[CH:14][CH:15]=[CH:16][C:11]3=[N:10][C:9]=2[C:17]2[CH:18]=[CH:19][C:20]([O:34][CH2:35][CH3:36])=[C:21]([CH:33]=2)[C:22]([NH:24][C:25]2[C:30]([F:31])=[CH:29][CH:28]=[CH:27][C:26]=2[F:32])=[O:23])[CH:5]=[CH:4][N:3]=1.[CH3:37][C:38]1[C:39]([CH:47]2[CH2:52][CH2:51][N:50]([CH2:53][CH2:54][CH3:55])[CH2:49][CH2:48]2)=[CH:40][C:41]([O:45][CH3:46])=[C:42]([CH:44]=1)[NH2:43].C1(C)C=CC(S(O)(=O)=O)=CC=1.C[O-].[Na+], predict the reaction product. The product is: [F:32][C:26]1[CH:27]=[CH:28][CH:29]=[C:30]([F:31])[C:25]=1[NH:24][C:22](=[O:23])[C:21]1[CH:33]=[C:17]([C:9]2[N:10]=[C:11]3[CH:16]=[CH:15][CH:14]=[CH:13][N:12]3[C:8]=2[C:6]2[CH:5]=[CH:4][N:3]=[C:2]([NH:43][C:42]3[CH:44]=[C:38]([CH3:37])[C:39]([CH:47]4[CH2:52][CH2:51][N:50]([CH2:53][CH2:54][CH3:55])[CH2:49][CH2:48]4)=[CH:40][C:41]=3[O:45][CH3:46])[N:7]=2)[CH:18]=[CH:19][C:20]=1[O:34][CH2:35][CH3:36]. (3) Given the reactants [N:1]1([C:6]2[CH:7]=[C:8]([CH:12]=[CH:13][CH:14]=2)[CH:9]=[N:10][OH:11])[CH:5]=[N:4][CH:3]=[N:2]1.[ClH:15].[O-]Cl.[Na+], predict the reaction product. The product is: [OH:11][N:10]=[C:9]([Cl:15])[C:8]1[CH:12]=[CH:13][CH:14]=[C:6]([N:1]2[CH:5]=[N:4][CH:3]=[N:2]2)[CH:7]=1. (4) Given the reactants [OH:1][C:2]1[CH:7]=[CH:6][C:5]([C:8]2[CH:9]=[C:10]([C:24](O)=[O:25])[C:11]3[C:16]([CH3:17])=[N:15][N:14]([CH:18]4[CH2:23][CH2:22][CH2:21][CH2:20][O:19]4)[C:12]=3[N:13]=2)=[CH:4][CH:3]=1.CCN(C(C)C)C(C)C.C[O-].[Na+].Cl, predict the reaction product. The product is: [OH:1][C:2]1[CH:7]=[CH:6][C:5]([C:8]2[N:13]=[C:12]3[N:14]([CH:18]4[CH2:23][CH2:22][CH2:21][CH2:20][O:19]4)[N:15]=[C:16]([CH3:17])[C:11]3=[C:10]([CH:24]=[O:25])[CH:9]=2)=[CH:4][CH:3]=1. (5) Given the reactants [C:1]([NH:18][C@H:19]([C:32]([OH:34])=O)[CH2:20][C:21]1[CH:26]=[CH:25][C:24]([O:27][C:28]([CH3:31])([CH3:30])[CH3:29])=[CH:23][CH:22]=1)([O:3][CH2:4][CH:5]1[C:17]2[C:12](=[CH:13][CH:14]=[CH:15][CH:16]=2)[C:11]2[C:6]1=[CH:7][CH:8]=[CH:9][CH:10]=2)=[O:2].N1C=CC=CC=1.N1C(F)=NC(F)=NC=1[F:43], predict the reaction product. The product is: [C:1]([NH:18][C@H:19]([C:32]([F:43])=[O:34])[CH2:20][C:21]1[CH:26]=[CH:25][C:24]([O:27][C:28]([CH3:31])([CH3:30])[CH3:29])=[CH:23][CH:22]=1)([O:3][CH2:4][CH:5]1[C:17]2[C:12](=[CH:13][CH:14]=[CH:15][CH:16]=2)[C:11]2[C:6]1=[CH:7][CH:8]=[CH:9][CH:10]=2)=[O:2]. (6) Given the reactants [C:1](#[N:8])[C:2]1[CH:7]=[CH:6][CH:5]=[CH:4][CH:3]=1.[ClH:9].[NH2:10]O.C(=O)([O-])[O-].[K+].[K+].[CH2:18]([OH:20])[CH3:19], predict the reaction product. The product is: [Cl:9][CH2:19][C:18]1[O:20][N:10]=[C:1]([C:2]2[CH:7]=[CH:6][CH:5]=[CH:4][CH:3]=2)[N:8]=1. (7) Given the reactants [Cl:1][C:2]1[CH:3]=[C:4]2[C:8](=[CH:9][CH:10]=1)[N:7]([C:11]1[N:15]([CH3:16])[N:14]=[C:13]([CH3:17])[C:12]=1[CH2:18][CH2:19][OH:20])[CH:6]=[CH:5]2.C(N(CC)CC)C.[CH3:28][S:29](Cl)(=[O:31])=[O:30].O, predict the reaction product. The product is: [CH3:28][S:29]([O:20][CH2:19][CH2:18][C:12]1[C:13]([CH3:17])=[N:14][N:15]([CH3:16])[C:11]=1[N:7]1[C:8]2[C:4](=[CH:3][C:2]([Cl:1])=[CH:10][CH:9]=2)[CH:5]=[CH:6]1)(=[O:31])=[O:30]. (8) Given the reactants Br[C:2]1[C:3]([O:12][CH2:13][CH:14]2[CH2:16][CH2:15]2)=[N:4][CH:5]=[C:6]([S:8]([CH3:11])(=[O:10])=[O:9])[CH:7]=1.[CH3:17][N:18]1[CH:27]=[C:26](B2OC(C)(C)C(C)(C)O2)[C:25]2[C:20](=[CH:21][CH:22]=[CH:23][CH:24]=2)[C:19]1=[O:37].[O-]P([O-])([O-])=O.[K+].[K+].[K+], predict the reaction product. The product is: [CH:14]1([CH2:13][O:12][C:3]2[C:2]([C:26]3[C:25]4[C:20](=[CH:21][CH:22]=[CH:23][CH:24]=4)[C:19](=[O:37])[N:18]([CH3:17])[CH:27]=3)=[CH:7][C:6]([S:8]([CH3:11])(=[O:10])=[O:9])=[CH:5][N:4]=2)[CH2:16][CH2:15]1. (9) Given the reactants Cl.[NH2:2][C@H:3]([C:12]1[C:17]([C:18]2[CH:19]=[CH:20][C:21]([F:27])=[C:22]([CH:26]=2)[C:23]([NH2:25])=[O:24])=[CH:16][CH:15]=[CH:14][N:13]=1)[CH2:4][C:5]1[CH:10]=[CH:9][CH:8]=[C:7]([F:11])[CH:6]=1.[F:28][C:29]1[CH:30]=[C:31]2[C:35](=[CH:36][CH:37]=1)[NH:34][C:33](=[O:38])[CH:32]2[CH2:39][C:40](O)=[O:41], predict the reaction product. The product is: [F:27][C:21]1[CH:20]=[CH:19][C:18]([C:17]2[C:12]([C@@H:3]([NH:2][C:40](=[O:41])[CH2:39][CH:32]3[C:31]4[C:35](=[CH:36][CH:37]=[C:29]([F:28])[CH:30]=4)[NH:34][C:33]3=[O:38])[CH2:4][C:5]3[CH:10]=[CH:9][CH:8]=[C:7]([F:11])[CH:6]=3)=[N:13][CH:14]=[CH:15][CH:16]=2)=[CH:26][C:22]=1[C:23]([NH2:25])=[O:24].